Dataset: HIV replication inhibition screening data with 41,000+ compounds from the AIDS Antiviral Screen. Task: Binary Classification. Given a drug SMILES string, predict its activity (active/inactive) in a high-throughput screening assay against a specified biological target. The molecule is CC(C)=CCCC(C)C1=C(O)C(=O)C(C)=C(c2c(I)c(=O)n(C)c(=O)n2C)C1=O. The result is 0 (inactive).